Dataset: Catalyst prediction with 721,799 reactions and 888 catalyst types from USPTO. Task: Predict which catalyst facilitates the given reaction. (1) Reactant: [C:1]([O:5][C:6]([N:8]1[CH2:13][CH2:12][CH2:11][CH:10]([C:14]([OH:16])=[O:15])[CH2:9]1)=[O:7])([CH3:4])([CH3:3])[CH3:2].C(=O)([O-])[O-].[K+].[K+].[CH2:23](Br)[CH:24]=[CH2:25].O. Product: [C:1]([O:5][C:6]([N:8]1[CH2:13][CH2:12][CH2:11][CH:10]([C:14]([O:16][CH2:25][CH:24]=[CH2:23])=[O:15])[CH2:9]1)=[O:7])([CH3:4])([CH3:2])[CH3:3]. The catalyst class is: 9. (2) Reactant: [C:1]([O:4][CH2:5][C:6]([CH2:8]Cl)=[O:7])(=[O:3])[CH3:2].[CH3:10][C:11]1[CH:16]=[CH:15][C:14]([SH:17])=[CH:13][CH:12]=1.C(N(CC)CC)C. Product: [C:1]([O:4][CH2:5][C:6]([CH2:8][S:17][C:14]1[CH:15]=[CH:16][C:11]([CH3:10])=[CH:12][CH:13]=1)=[O:7])(=[O:3])[CH3:2]. The catalyst class is: 310. (3) Reactant: [O:1]1[CH2:5][CH2:4][O:3][C:2]21[CH2:10][CH2:9][C:8]1[C:11]3[C:16](O)=[N:15][CH:14]=[N:13][C:12]=3[S:18][C:7]=1[CH2:6]2.C(N(C(C)C)C(C)C)C.P(Cl)(Cl)([Cl:30])=O.C(=O)([O-])O.[Na+]. Product: [Cl:30][C:16]1[C:11]2[C:8]3[CH2:9][CH2:10][C:2]4([CH2:6][C:7]=3[S:18][C:12]=2[N:13]=[CH:14][N:15]=1)[O:3][CH2:4][CH2:5][O:1]4. The catalyst class is: 11.